From a dataset of Forward reaction prediction with 1.9M reactions from USPTO patents (1976-2016). Predict the product of the given reaction. (1) Given the reactants [C:1]([O:5][C:6]([NH:8][C:9]1([C:12]2[NH:13][C:14]([C:22]3[CH:31]=[CH:30][CH:29]=[C:28]4[C:23]=3[N:24]=[C:25]([NH:33][C:34]([CH3:37])([CH3:36])[CH3:35])[C:26]([CH3:32])=[N:27]4)=[CH:15][C:16]=2[C:17]([O:19][CH2:20][CH3:21])=[O:18])[CH2:11][CH2:10]1)=[O:7])([CH3:4])([CH3:3])[CH3:2].BrCC(C1C=CC=C2C=1N=C(NC1(C)CC1)C(C)=N2)=O.C(OC(NC1(C(=O)CC(OCC)=O)CC1)=O)(C)(C)C, predict the reaction product. The product is: [C:1]([O:5][C:6]([NH:8][C:9]1([C:12]2[NH:13][C:14]([C:22]3[CH:31]=[CH:30][CH:29]=[C:28]4[C:23]=3[N:24]=[C:25]([NH:33][C:34]3([CH3:36])[CH2:35][CH2:37]3)[C:26]([CH3:32])=[N:27]4)=[CH:15][C:16]=2[C:17]([O:19][CH2:20][CH3:21])=[O:18])[CH2:10][CH2:11]1)=[O:7])([CH3:4])([CH3:3])[CH3:2]. (2) Given the reactants [NH2:1][C:2]1[N:7]=[CH:6][N:5]=[C:4]([NH:8][C@H:9]([C:11]2[N:16]([C:17]3[CH:22]=[CH:21][CH:20]=[CH:19][CH:18]=3)[C:15](=[O:23])[C:14]3=[C:24]([CH3:27])[CH:25]=[CH:26][N:13]3[N:12]=2)[CH3:10])[C:3]=1Br.[CH3:29][O:30][C:31]1[CH:36]=[CH:35][C:34]([S:37]([NH:40][C:41]2[CH:46]=[CH:45][CH:44]=[C:43](B3OC(C)(C)C(C)(C)O3)[CH:42]=2)(=[O:39])=[O:38])=[CH:33][CH:32]=1.C(=O)([O-])[O-].[Na+].[Na+], predict the reaction product. The product is: [NH2:1][C:2]1[C:3]([C:43]2[CH:42]=[C:41]([NH:40][S:37]([C:34]3[CH:35]=[CH:36][C:31]([O:30][CH3:29])=[CH:32][CH:33]=3)(=[O:39])=[O:38])[CH:46]=[CH:45][CH:44]=2)=[C:4]([NH:8][C@H:9]([C:11]2[N:16]([C:17]3[CH:22]=[CH:21][CH:20]=[CH:19][CH:18]=3)[C:15](=[O:23])[C:14]3=[C:24]([CH3:27])[CH:25]=[CH:26][N:13]3[N:12]=2)[CH3:10])[N:5]=[CH:6][N:7]=1.